This data is from Catalyst prediction with 721,799 reactions and 888 catalyst types from USPTO. The task is: Predict which catalyst facilitates the given reaction. Reactant: [CH3:1][CH2:2][O:3][C:4]([NH:6][C:7]1[CH:12]=[CH:11][C:10]([NH:13][CH2:14][C:15]2[CH:20]=[CH:19][C:18]([F:21])=[CH:17][CH:16]=2)=[N:9][C:8]=1[NH2:22])=[O:5].C(/C(O)=O)=C/C(O)=O.C(=O)(O)[O-].[Na+]. Product: [CH3:1][CH2:2][O:3][C:4]([NH:6][C:7]1[CH:12]=[CH:11][C:10]([NH:13][CH2:14][C:15]2[CH:20]=[CH:19][C:18]([F:21])=[CH:17][CH:16]=2)=[N:9][C:8]=1[NH2:22])=[O:5]. The catalyst class is: 27.